This data is from Reaction yield outcomes from USPTO patents with 853,638 reactions. The task is: Predict the reaction yield, written as a fraction of the theoretical maximum amount of product (1.0 means a 100% yield; for example, 0.34 means a 34% yield). (1) The reactants are [Br:1][C:2]1[N:6]2[N:7]=[C:8](Cl)[CH:9]=[CH:10][C:5]2=[N:4][CH:3]=1.[NH:12]1[CH2:17][CH2:16][O:15][CH2:14][CH2:13]1.C(O)(C)(C)C. The catalyst is O. The product is [Br:1][C:2]1[N:6]2[N:7]=[C:8]([N:12]3[CH2:17][CH2:16][O:15][CH2:14][CH2:13]3)[CH:9]=[CH:10][C:5]2=[N:4][CH:3]=1. The yield is 0.750. (2) The reactants are [CH3:1][C:2]([C:9]1[CH:14]=[CH:13][C:12]([N+:15]([O-:17])=[O:16])=[CH:11][CH:10]=1)([CH3:8])[C:3](OCC)=[O:4]. The catalyst is C1COCC1. The product is [CH3:8][C:2]([C:9]1[CH:14]=[CH:13][C:12]([N+:15]([O-:17])=[O:16])=[CH:11][CH:10]=1)([CH3:1])[CH2:3][OH:4]. The yield is 0.890. (3) The reactants are [O:1]=[C:2]1[C:7]2=[CH:8][N:9]([C:11]3[CH:12]=[N:13][CH:14]=[CH:15][CH:16]=3)[N:10]=[C:6]2[CH2:5][CH2:4][N:3]1[CH2:17][C:18]([O:20]CC)=[O:19].[OH-].[Na+].Cl. The catalyst is CO.O1CCCC1. The product is [O:1]=[C:2]1[C:7]2=[CH:8][N:9]([C:11]3[CH:12]=[N:13][CH:14]=[CH:15][CH:16]=3)[N:10]=[C:6]2[CH2:5][CH2:4][N:3]1[CH2:17][C:18]([OH:20])=[O:19]. The yield is 1.00. (4) The yield is 0.410. The reactants are [NH2:1][CH2:2][C:3]1[CH:4]=[C:5]([C:9]2[CH:10]=[C:11]3[C:16](=[CH:17][CH:18]=2)[N:15]([CH3:19])[C:14](=[O:20])[CH2:13][CH2:12]3)[CH:6]=[N:7][CH:8]=1.CCN=C=NCCCN(C)C.OC1C2N=NNC=2C=CC=1.CCN(C(C)C)C(C)C.[CH3:51][O:52][C:53]1[CH:57]=[C:56]([C:58](O)=[O:59])[O:55][N:54]=1.C([O-])(O)=O.[Na+]. The catalyst is C(Cl)Cl.CCOC(C)=O. The product is [CH3:19][N:15]1[C:16]2[C:11](=[CH:10][C:9]([C:5]3[CH:4]=[C:3]([CH2:2][NH:1][C:58]([C:56]4[O:55][N:54]=[C:53]([O:52][CH3:51])[CH:57]=4)=[O:59])[CH:8]=[N:7][CH:6]=3)=[CH:18][CH:17]=2)[CH2:12][CH2:13][C:14]1=[O:20]. (5) The reactants are [NH:1]1[CH:5]=[C:4]([C:6]2[N:11]=[CH:10][C:9]3[CH:12]=[N:13][N:14]([C:15]4[N:20]=[C:19]([N:21]5[CH2:27][CH2:26][CH2:25][N:24](C(OC(C)(C)C)=O)[CH2:23][CH2:22]5)[CH:18]=[CH:17][CH:16]=4)[C:8]=3[CH:7]=2)[CH:3]=[N:2]1.CC1C=CC(S(O[CH2:46][CH:47]2[CH2:50][O:49][CH2:48]2)(=O)=O)=CC=1. No catalyst specified. The product is [N:21]1([C:19]2[N:20]=[C:15]([N:14]3[C:8]4[CH:7]=[C:6]([C:4]5[CH:3]=[N:2][N:1]([CH2:46][CH:47]6[CH2:50][O:49][CH2:48]6)[CH:5]=5)[N:11]=[CH:10][C:9]=4[CH:12]=[N:13]3)[CH:16]=[CH:17][CH:18]=2)[CH2:27][CH2:26][CH2:25][NH:24][CH2:23][CH2:22]1. The yield is 0.510. (6) The yield is 0.300. The product is [NH:6]1[C:7]2[N:8]=[CH:9][CH:10]=[CH:11][C:12]=2[CH2:13][NH:14][C:4](=[O:3])[CH2:5]1. The catalyst is [Ni].CO. The reactants are C([O:3][C:4](=O)[CH2:5][NH:6][C:7]1[C:12]([C:13]#[N:14])=[CH:11][CH:10]=[CH:9][N:8]=1)C.C[O-].[Na+].